From a dataset of Reaction yield outcomes from USPTO patents with 853,638 reactions. Predict the reaction yield, written as a fraction of the theoretical maximum amount of product (1.0 means a 100% yield; for example, 0.34 means a 34% yield). (1) The reactants are Br[C:2]1[CH:3]=[C:4]([CH:11]=[CH:12][CH:13]=1)[O:5][CH2:6][C:7]([NH:9][CH3:10])=[O:8].[CH:14]([C:16]1[CH:17]=[C:18](B(O)O)[CH:19]=[CH:20][CH:21]=1)=[O:15]. No catalyst specified. The product is [CH:14]([C:16]1[CH:21]=[C:20]([C:2]2[CH:13]=[CH:12][CH:11]=[C:4]([O:5][CH2:6][C:7]([NH:9][CH3:10])=[O:8])[CH:3]=2)[CH:19]=[CH:18][CH:17]=1)=[O:15]. The yield is 0.700. (2) The catalyst is CO.ClCCl. The reactants are [NH2:1][C:2]1[CH:7]=[CH:6][CH:5]=[C:4]([F:8])[C:3]=1[OH:9].[N+]([C:13]1[CH:18]=CC=C[CH:14]=1)([O-])=O.S(=O)(=O)(O)O.OCC(CO)O. The product is [F:8][C:4]1[C:3]([OH:9])=[C:2]2[C:7]([CH:14]=[CH:13][CH:18]=[N:1]2)=[CH:6][CH:5]=1. The yield is 0.540.